From a dataset of Forward reaction prediction with 1.9M reactions from USPTO patents (1976-2016). Predict the product of the given reaction. (1) Given the reactants [CH3:1][C:2]1([CH3:14])[CH:6]2[CH2:7][CH2:8][CH:3]1[CH:4]1[C:12](=[O:13])[O:11][C:9](=[O:10])[CH:5]12.[Cl:15][C:16]1[CH:22]=[CH:21][C:19]([NH2:20])=[CH:18][CH:17]=1, predict the reaction product. The product is: [Cl:15][C:16]1[CH:22]=[CH:21][C:19]([NH:20][C:9]([C@@H:5]2[C@H:6]3[C:2]([CH3:1])([CH3:14])[C@H:3]([CH2:8][CH2:7]3)[C@@H:4]2[C:12]([OH:11])=[O:13])=[O:10])=[CH:18][CH:17]=1. (2) The product is: [CH3:3][C:4]1([C:9]2[CH:14]=[N:13][CH:12]=[C:11]([CH2:15][N:26]3[CH:25]=[C:24]([N+:21]([O-:23])=[O:22])[CH:28]=[N:27]3)[CH:10]=2)[O:5][CH2:6][CH2:7][O:8]1. Given the reactants N#N.[CH3:3][C:4]1([C:9]2[CH:10]=[C:11]([CH2:15]OS(C)(=O)=O)[CH:12]=[N:13][CH:14]=2)[O:8][CH2:7][CH2:6][O:5]1.[N+:21]([C:24]1[CH:25]=[N:26][NH:27][CH:28]=1)([O-:23])=[O:22].C([O-])([O-])=O.[K+].[K+].[I-], predict the reaction product. (3) Given the reactants [C:1]1([CH2:7][NH:8][C:9]([C:11]2[CH:16]=[CH:15][C:14](B(O)O)=[CH:13][CH:12]=2)=[O:10])[CH:6]=[CH:5][CH:4]=[CH:3][CH:2]=1.Br[C:21]1[CH:26]=[CH:25][C:24]([O:27][CH2:28][CH:29]2[CH2:34][CH2:33][N:32]([C:35]([O:37][CH:38]([CH3:40])[CH3:39])=[O:36])[CH2:31][CH2:30]2)=[CH:23][CH:22]=1, predict the reaction product. The product is: [C:1]1([CH2:7][NH:8][C:9]([C:11]2[CH:16]=[CH:15][C:14]([C:21]3[CH:22]=[CH:23][C:24]([O:27][CH2:28][CH:29]4[CH2:30][CH2:31][N:32]([C:35]([O:37][CH:38]([CH3:40])[CH3:39])=[O:36])[CH2:33][CH2:34]4)=[CH:25][CH:26]=3)=[CH:13][CH:12]=2)=[O:10])[CH:6]=[CH:5][CH:4]=[CH:3][CH:2]=1. (4) Given the reactants [CH3:1][N:2]1[CH2:7][CH2:6][N:5]([CH2:8][C:9]2[CH:14]=[CH:13][C:12]([N+:15]([O-])=O)=[CH:11][C:10]=2[C:18]([F:21])([F:20])[F:19])[CH2:4][CH2:3]1.S(S([O-])=O)([O-])=O.[Na+].[Na+], predict the reaction product. The product is: [CH3:1][N:2]1[CH2:7][CH2:6][N:5]([CH2:8][C:9]2[CH:14]=[CH:13][C:12]([NH2:15])=[CH:11][C:10]=2[C:18]([F:21])([F:19])[F:20])[CH2:4][CH2:3]1.